This data is from Full USPTO retrosynthesis dataset with 1.9M reactions from patents (1976-2016). The task is: Predict the reactants needed to synthesize the given product. (1) Given the product [F:1][C:2]1[CH:3]=[C:4]([C:8]2[C:9]([C:20]([N:25]([O:26][CH3:27])[CH3:24])=[O:21])=[CH:10][C:11]([CH:18]=[CH2:19])=[C:12]3[C:17]=2[N:16]=[CH:15][CH:14]=[CH:13]3)[CH:5]=[CH:6][CH:7]=1, predict the reactants needed to synthesize it. The reactants are: [F:1][C:2]1[CH:3]=[C:4]([C:8]2[C:9]([C:20](O)=[O:21])=[CH:10][C:11]([CH:18]=[CH2:19])=[C:12]3[C:17]=2[N:16]=[CH:15][CH:14]=[CH:13]3)[CH:5]=[CH:6][CH:7]=1.Cl.[CH3:24][NH:25][O:26][CH3:27].F[P-](F)(F)(F)(F)F.N1(O[P+](N(C)C)(N(C)C)N(C)C)C2C=CC=CC=2N=N1.C(N(CC)C(C)C)(C)C. (2) Given the product [Cl:18][C:15]1[CH:14]=[CH:13][C:12]([S:11][CH:9]2[CH2:10][N:7]([CH2:6][CH2:5][C@H:2]([NH:1][C:26]([NH:27][C:28]3[S:29][C:30]([CH2:33][CH3:34])=[N:31][N:32]=3)=[O:25])[CH2:3][OH:4])[CH2:8]2)=[CH:17][CH:16]=1, predict the reactants needed to synthesize it. The reactants are: [NH2:1][C@@H:2]([CH2:5][CH2:6][N:7]1[CH2:10][CH:9]([S:11][C:12]2[CH:17]=[CH:16][C:15]([Cl:18])=[CH:14][CH:13]=2)[CH2:8]1)[CH2:3][OH:4].C1([O:25][C:26](=O)[NH:27][C:28]2[S:29][C:30]([CH2:33][CH3:34])=[N:31][N:32]=2)C=CC=CC=1. (3) Given the product [F:1][C:2]([F:12])([F:13])[C:3]1[CH:4]=[C:5]([CH:9]=[CH:10][CH:11]=1)[C:6]([O:8][CH3:18])=[O:7], predict the reactants needed to synthesize it. The reactants are: [F:1][C:2]([F:13])([F:12])[C:3]1[CH:4]=[C:5]([CH:9]=[CH:10][CH:11]=1)[C:6]([OH:8])=[O:7].S(Cl)(Cl)=O.[CH3:18]O. (4) Given the product [F:1][C:2]1[CH:7]=[CH:6][C:5]([CH3:8])=[CH:4][C:3]=1[C:9]1[CH:14]=[C:13]([NH:15][C:17]2[C:18]3[C:19](=[CH:23][N:24]([CH:26]4[CH2:31][CH2:30][NH:29][CH2:28][CH2:27]4)[N:25]=3)[N:20]=[CH:21][CH:22]=2)[CH:12]=[CH:11][N:10]=1, predict the reactants needed to synthesize it. The reactants are: [F:1][C:2]1[CH:7]=[CH:6][C:5]([CH3:8])=[CH:4][C:3]=1[C:9]1[CH:14]=[C:13]([NH2:15])[CH:12]=[CH:11][N:10]=1.I[C:17]1[C:18]2[C:19](=[CH:23][N:24]([CH:26]3[CH2:31][CH2:30][N:29](C(OC(C)(C)C)=O)[CH2:28][CH2:27]3)[N:25]=2)[N:20]=[CH:21][CH:22]=1.CC(C)([O-])C.N#N.C1(P(C2CCCCC2)C2C=CC=CC=2C2C(C(C)C)=CC(C(C)C)=CC=2C(C)C)CCCCC1. (5) Given the product [CH3:40][S:41]([O:1][C@H:2]1[CH2:7][N:6]([C:8]([O:10][CH3:11])=[O:9])[C@H:5]([C:12]([N:14]2[CH2:19][CH2:18][N:17]([C:20]3[CH:25]=[CH:24][CH:23]=[CH:22][CH:21]=3)[CH2:16][CH2:15]2)=[O:13])[C@@H:4]([C:26]([O:28][CH3:29])=[O:27])[CH2:3]1)(=[O:43])=[O:42], predict the reactants needed to synthesize it. The reactants are: [OH:1][C@H:2]1[CH2:7][N:6]([C:8]([O:10][CH3:11])=[O:9])[C@H:5]([C:12]([N:14]2[CH2:19][CH2:18][N:17]([C:20]3[CH:25]=[CH:24][CH:23]=[CH:22][CH:21]=3)[CH2:16][CH2:15]2)=[O:13])[C@@H:4]([C:26]([O:28][CH3:29])=[O:27])[CH2:3]1.C(N(CC)CC)C.C(Cl)Cl.[CH3:40][S:41](Cl)(=[O:43])=[O:42]. (6) Given the product [CH3:29][C:12]1[C:13]2[C:18](=[CH:17][CH:16]=[CH:15][C:14]=2[C:19]2[CH:20]=[N:21][C:22]3[C:27]([CH:28]=2)=[CH:26][CH:25]=[CH:24][CH:23]=3)[N:10]([C:8]2[CH:7]=[CH:6][C:3]([C:4]#[N:5])=[C:2]([NH:30][CH:31]3[CH2:32][C:33]([CH3:40])([CH3:39])[NH:34][C:35]([CH3:38])([CH3:37])[CH2:36]3)[CH:9]=2)[N:11]=1, predict the reactants needed to synthesize it. The reactants are: Br[C:2]1[CH:9]=[C:8]([N:10]2[C:18]3[C:13](=[C:14]([C:19]4[CH:20]=[N:21][C:22]5[C:27]([CH:28]=4)=[CH:26][CH:25]=[CH:24][CH:23]=5)[CH:15]=[CH:16][CH:17]=3)[C:12]([CH3:29])=[N:11]2)[CH:7]=[CH:6][C:3]=1[C:4]#[N:5].[NH2:30][CH:31]1[CH2:36][C:35]([CH3:38])([CH3:37])[NH:34][C:33]([CH3:40])([CH3:39])[CH2:32]1.C(=O)([O-])[O-].[Cs+].[Cs+].C1(P(C2C=CC=CC=2)C2C3OC4C(=CC=CC=4P(C4C=CC=CC=4)C4C=CC=CC=4)C(C)(C)C=3C=CC=2)C=CC=CC=1. (7) Given the product [Cl:1][C:2]1[CH:7]=[CH:6][N:5]=[C:4]2[N:8]([S:24]([C:27]3[CH:32]=[CH:31][C:30]([CH3:33])=[CH:29][CH:28]=3)(=[O:26])=[O:25])[C:9]([C:11]3[CH2:12][CH2:13][N:14]([C:17]([N:34]([CH3:39])[CH3:35])=[O:18])[CH2:15][CH:16]=3)=[CH:10][C:3]=12, predict the reactants needed to synthesize it. The reactants are: [Cl:1][C:2]1[CH:7]=[CH:6][N:5]=[C:4]2[N:8]([S:24]([C:27]3[CH:32]=[CH:31][C:30]([CH3:33])=[CH:29][CH:28]=3)(=[O:26])=[O:25])[C:9]([C:11]3[CH2:12][CH2:13][N:14]([C:17](OC(C)(C)C)=[O:18])[CH2:15][CH:16]=3)=[CH:10][C:3]=12.[N:34]1[CH:39]=CC=C[CH:35]=1.C1C([N+]([O-])=O)=CC=C([Cl-]C([O-])=O)C=1.Cl.CNC.